This data is from Reaction yield outcomes from USPTO patents with 853,638 reactions. The task is: Predict the reaction yield, written as a fraction of the theoretical maximum amount of product (1.0 means a 100% yield; for example, 0.34 means a 34% yield). (1) The reactants are [C:1]([O:5][C:6]([N:8]1[CH2:13][CH2:12][CH:11]([OH:14])[CH2:10][CH2:9]1)=[O:7])([CH3:4])([CH3:3])[CH3:2].C[N+]1([O-])CCOCC1. The catalyst is C(Cl)Cl.CCC[N+](CCC)(CCC)CCC.[O-][Ru](=O)(=O)=O. The product is [C:1]([O:5][C:6]([N:8]1[CH2:9][CH2:10][C:11](=[O:14])[CH2:12][CH2:13]1)=[O:7])([CH3:4])([CH3:2])[CH3:3]. The yield is 0.890. (2) The reactants are [CH:1]1([O:6][N:7]2[C:15](=[O:16])[C:14]3[C:9](=[CH:10][CH:11]=[CH:12][CH:13]=3)[C:8]2=[O:17])[CH2:5]C=C[CH2:2]1.C[N+]1([O-])CCOCC1.[O:26]1[CH2:31][CH2:30][O:29]CC1.O. The catalyst is O=[Os](=O)(=O)=O. The product is [OH:26][C@H:31]1[C@@H:30]([OH:29])[CH2:2][CH:1]([O:6][N:7]2[C:15](=[O:16])[C:14]3[C:9](=[CH:10][CH:11]=[CH:12][CH:13]=3)[C:8]2=[O:17])[CH2:5]1. The yield is 0.770. (3) The reactants are [N+:1]([O-:4])(O)=[O:2].[Br:5][C:6]1[CH:11]=[CH:10][C:9]([Br:12])=[CH:8][CH:7]=1. The catalyst is S(=O)(=O)(O)O. The product is [Br:5][C:6]1[CH:11]=[CH:10][C:9]([Br:12])=[CH:8][C:7]=1[N+:1]([O-:4])=[O:2]. The yield is 0.680. (4) The reactants are [N+:1]([C:4]1[CH:9]=[CH:8][C:7]([C:10]2[S:14][C:13]([C:15]([O:17]CC)=[O:16])=[N:12][CH:11]=2)=[CH:6][CH:5]=1)([O-:3])=[O:2].[OH-].[Na+].Cl. The catalyst is C1COCC1. The product is [N+:1]([C:4]1[CH:5]=[CH:6][C:7]([C:10]2[S:14][C:13]([C:15]([OH:17])=[O:16])=[N:12][CH:11]=2)=[CH:8][CH:9]=1)([O-:3])=[O:2]. The yield is 0.760. (5) The reactants are I[C:2]1[NH:6][C:5]([C@@H:7]2[CH2:11][CH2:10][CH2:9][N:8]2[C:12]([O:14][C:15]([CH3:18])([CH3:17])[CH3:16])=[O:13])=[N:4][CH:3]=1.C(N(CC)CC)C.[C:26]([Si:28]([CH3:31])([CH3:30])[CH3:29])#[CH:27]. The catalyst is [Cu]I.C1C=CC([P]([Pd]([P](C2C=CC=CC=2)(C2C=CC=CC=2)C2C=CC=CC=2)([P](C2C=CC=CC=2)(C2C=CC=CC=2)C2C=CC=CC=2)[P](C2C=CC=CC=2)(C2C=CC=CC=2)C2C=CC=CC=2)(C2C=CC=CC=2)C2C=CC=CC=2)=CC=1.CN(C=O)C. The product is [CH3:29][Si:28]([C:26]#[C:27][C:2]1[NH:6][C:5]([C@@H:7]2[CH2:11][CH2:10][CH2:9][N:8]2[C:12]([O:14][C:15]([CH3:18])([CH3:17])[CH3:16])=[O:13])=[N:4][CH:3]=1)([CH3:31])[CH3:30]. The yield is 0.790.